Predict the product of the given reaction. From a dataset of Forward reaction prediction with 1.9M reactions from USPTO patents (1976-2016). Given the reactants [NH2:1][C:2]1[C:3]([NH:23][C@@H:24]2[CH2:29][CH2:28][CH2:27][N:26]([C:30]([O:32][C:33]([CH3:36])([CH3:35])[CH3:34])=[O:31])[CH2:25]2)=[N:4][CH:5]=[N:6][C:7]=1[N:8]([CH2:16][C:17]1[CH:22]=[CH:21][CH:20]=[CH:19][CH:18]=1)[CH2:9][C:10]1[CH:15]=[CH:14][CH:13]=[CH:12][CH:11]=1.Cl[C:38](Cl)([O:40]C(=O)OC(Cl)(Cl)Cl)Cl, predict the reaction product. The product is: [CH2:16]([N:8]([CH2:9][C:10]1[CH:11]=[CH:12][CH:13]=[CH:14][CH:15]=1)[C:7]1[N:6]=[CH:5][N:4]=[C:3]2[C:2]=1[NH:1][C:38](=[O:40])[N:23]2[C@@H:24]1[CH2:29][CH2:28][CH2:27][N:26]([C:30]([O:32][C:33]([CH3:36])([CH3:35])[CH3:34])=[O:31])[CH2:25]1)[C:17]1[CH:22]=[CH:21][CH:20]=[CH:19][CH:18]=1.